The task is: Predict the reaction yield, written as a fraction of the theoretical maximum amount of product (1.0 means a 100% yield; for example, 0.34 means a 34% yield).. This data is from Reaction yield outcomes from USPTO patents with 853,638 reactions. (1) The reactants are Br[C:2]1[C:3]([C:16]([CH3:19])([CH3:18])[CH3:17])=[N:4][N:5]([CH3:15])[C:6]=1[NH:7]C(=O)OC(C)(C)C.[N:20]1[CH:25]=[CH:24][CH:23]=[C:22](B(O)O)[CH:21]=1.C([O-])([O-])=O.[Na+].[Na+]. The catalyst is C(O)C.C1C=CC([P]([Pd]([P](C2C=CC=CC=2)(C2C=CC=CC=2)C2C=CC=CC=2)([P](C2C=CC=CC=2)(C2C=CC=CC=2)C2C=CC=CC=2)[P](C2C=CC=CC=2)(C2C=CC=CC=2)C2C=CC=CC=2)(C2C=CC=CC=2)C2C=CC=CC=2)=CC=1. The product is [C:16]([C:3]1[C:2]([C:22]2[CH:21]=[N:20][CH:25]=[CH:24][CH:23]=2)=[C:6]([NH2:7])[N:5]([CH3:15])[N:4]=1)([CH3:17])([CH3:18])[CH3:19]. The yield is 0.250. (2) The reactants are [CH3:1][O:2][C:3]1[CH:8]=[CH:7][C:6]([C:9]2[C:18]([C:19]3[CH:24]=[CH:23][C:22]([O:25][CH3:26])=[CH:21][CH:20]=3)=[N:17][C:16]3[C:11](=[CH:12][CH:13]=[C:14]([C:27]#[N:28])[CH:15]=3)[N:10]=2)=[CH:5][CH:4]=1.[N-:29]=[N+:30]=[N-:31].[Na+].[NH4+].[Cl-]. The catalyst is CN(C)C=O. The product is [CH3:1][O:2][C:3]1[CH:4]=[CH:5][C:6]([C:9]2[C:18]([C:19]3[CH:24]=[CH:23][C:22]([O:25][CH3:26])=[CH:21][CH:20]=3)=[N:17][C:16]3[C:11](=[CH:12][CH:13]=[C:14]([C:27]4[NH:31][N:30]=[N:29][N:28]=4)[CH:15]=3)[N:10]=2)=[CH:7][CH:8]=1. The yield is 0.230. (3) The reactants are N1C=CN=C1N[C:7]([C:9]1[C:17]2[N:16]=[C:15]([NH:18][C:19]([C:21]3[N:22]=[CH:23][C:24]4[C:29]([CH:30]=3)=[CH:28][CH:27]=[CH:26][CH:25]=4)=[O:20])[NH:14][C:13]=2[CH:12]=[CH:11][CH:10]=1)=[O:8].CN(C(ON1N=NC2C=CC=CC1=2)=[N+](C)C)C.F[P-](F)(F)(F)(F)F.[CH3:55][S:56]([C:59]1[CH:66]=[CH:65][C:62]([CH2:63][NH2:64])=[CH:61][CH:60]=1)(=[O:58])=[O:57]. The catalyst is CN(C=O)C.CCN(C(C)C)C(C)C. The product is [CH3:55][S:56]([C:59]1[CH:66]=[CH:65][C:62]([CH2:63][NH:64][C:7]([C:9]2[C:17]3[N:16]=[C:15]([NH:18][C:19]([C:21]4[N:22]=[CH:23][C:24]5[C:29]([CH:30]=4)=[CH:28][CH:27]=[CH:26][CH:25]=5)=[O:20])[NH:14][C:13]=3[CH:12]=[CH:11][CH:10]=2)=[O:8])=[CH:61][CH:60]=1)(=[O:57])=[O:58]. The yield is 0.330.